This data is from Forward reaction prediction with 1.9M reactions from USPTO patents (1976-2016). The task is: Predict the product of the given reaction. Given the reactants C(O[C:6]([C:8]1[N:9]=[C:10]([C:28]#[N:29])[C:11]2[C:16]([C:17]=1[OH:18])=[CH:15][C:14]([O:19][C:20]1[C:25]([CH3:26])=[CH:24][CH:23]=[CH:22][C:21]=1[CH3:27])=[CH:13][CH:12]=2)=[O:7])CCC.[NH2:30][CH2:31][CH2:32][CH2:33][CH2:34][C:35]([OH:37])=[O:36].C[O-].[Na+], predict the reaction product. The product is: [C:28]([C:10]1[C:11]2[C:16](=[CH:15][C:14]([O:19][C:20]3[C:21]([CH3:27])=[CH:22][CH:23]=[CH:24][C:25]=3[CH3:26])=[CH:13][CH:12]=2)[C:17]([OH:18])=[C:8]([C:6]([NH:30][CH2:31][CH2:32][CH2:33][CH2:34][C:35]([OH:37])=[O:36])=[O:7])[N:9]=1)#[N:29].